Task: Regression. Given a peptide amino acid sequence and an MHC pseudo amino acid sequence, predict their binding affinity value. This is MHC class II binding data.. Dataset: Peptide-MHC class II binding affinity with 134,281 pairs from IEDB (1) The peptide sequence is PEKPDSVTPMILKAQK. The MHC is DRB1_0405 with pseudo-sequence DRB1_0405. The binding affinity (normalized) is 0.396. (2) The peptide sequence is QEVFKAIQSLKTTEV. The MHC is DRB1_0405 with pseudo-sequence DRB1_0405. The binding affinity (normalized) is 0.735. (3) The peptide sequence is TSFCLMMILPAALAF. The MHC is DRB1_0101 with pseudo-sequence DRB1_0101. The binding affinity (normalized) is 0.566.